This data is from Forward reaction prediction with 1.9M reactions from USPTO patents (1976-2016). The task is: Predict the product of the given reaction. (1) Given the reactants CO[CH2:3][N:4]([CH2:10][C:11]1[CH:16]=[CH:15][CH:14]=[CH:13][CH:12]=1)[CH2:5][Si](C)(C)C.[CH3:17][C:18]1[CH:23]=[CH:22][CH:21]=[CH:20][C:19]=1/[CH:24]=[CH:25]/[N+:26]([O-:28])=[O:27].FC(F)(F)C(O)=O, predict the reaction product. The product is: [CH2:10]([N:4]1[CH2:5][CH:24]([C:19]2[CH:20]=[CH:21][CH:22]=[CH:23][C:18]=2[CH3:17])[CH:25]([N+:26]([O-:28])=[O:27])[CH2:3]1)[C:11]1[CH:16]=[CH:15][CH:14]=[CH:13][CH:12]=1. (2) Given the reactants [Cl:1][C:2]1[CH:9]=[CH:8][C:5]([C:6]#[N:7])=[C:4](F)[CH:3]=1.Br.[CH3:12][N:13]([CH2:15][C:16]1[C:17]([S:23][CH2:24][CH3:25])=[C:18]([OH:22])[CH:19]=[CH:20][CH:21]=1)[CH3:14].C(=O)([O-])[O-].[Cs+].[Cs+].O, predict the reaction product. The product is: [Cl:1][C:2]1[CH:9]=[CH:8][C:5]([C:6]#[N:7])=[C:4]([O:22][C:18]2[CH:19]=[CH:20][CH:21]=[C:16]([CH2:15][N:13]([CH3:12])[CH3:14])[C:17]=2[S:23][CH2:24][CH3:25])[CH:3]=1. (3) Given the reactants [C:1]([C:3]1[CH:4]=[CH:5][C:6]([CH3:18])=[C:7]([C:9]2[CH:14]=[CH:13][C:12]([C:15]([OH:17])=O)=[CH:11][CH:10]=2)[CH:8]=1)#[N:2].[O:19]=[S:20]1(=[O:34])[CH2:25][CH2:24][N:23]([CH2:26][C:27]2[CH:32]=[CH:31][C:30]([NH2:33])=[CH:29][CH:28]=2)[CH2:22][CH2:21]1.CCN=C=NCCCN(C)C.C1C=CC2N(O)N=NC=2C=1.CN1CCOCC1, predict the reaction product. The product is: [O:34]=[S:20]1(=[O:19])[CH2:21][CH2:22][N:23]([CH2:26][C:27]2[CH:32]=[CH:31][C:30]([NH:33][C:15]([C:12]3[CH:11]=[CH:10][C:9]([C:7]4[CH:8]=[C:3]([C:1]#[N:2])[CH:4]=[CH:5][C:6]=4[CH3:18])=[CH:14][CH:13]=3)=[O:17])=[CH:29][CH:28]=2)[CH2:24][CH2:25]1. (4) Given the reactants [NH:1]1[C:9]2[C:4](=[CH:5][CH:6]=[CH:7][CH:8]=2)[CH2:3][C:2]1=[O:10].[C:11](Cl)(=[O:15])[CH:12]([CH3:14])[CH3:13], predict the reaction product. The product is: [C:11]([C:6]1[CH:5]=[C:4]2[C:9](=[CH:8][CH:7]=1)[NH:1][C:2](=[O:10])[CH2:3]2)(=[O:15])[CH:12]([CH3:14])[CH3:13]. (5) Given the reactants [CH:1]1([C:4]2[CH:8]=[C:7](N)[S:6][N:5]=2)[CH2:3][CH2:2]1.S(=O)(=O)(O)O.N([O-])=O.[Na+].[I-:19].[K+].C(=O)([O-])[O-].[K+].[K+], predict the reaction product. The product is: [CH:1]1([C:4]2[CH:8]=[C:7]([I:19])[S:6][N:5]=2)[CH2:3][CH2:2]1. (6) The product is: [O:5]=[C:4]1[C:3]2[C:2](=[CH:9][CH:8]=[CH:7][CH:6]=2)[C:16]([C:10]2[CH:11]=[CH:12][CH:13]=[CH:14][CH:15]=2)=[C:17]1[C:18]1[CH:23]=[CH:22][C:21]([C:24]2([NH:28][C:29](=[O:35])[O:30][C:31]([CH3:33])([CH3:32])[CH3:34])[CH2:27][CH2:26][CH2:25]2)=[CH:20][CH:19]=1. Given the reactants Br[C:2]1[CH:9]=[CH:8][CH:7]=[CH:6][C:3]=1[CH:4]=[O:5].[C:10]1([C:16]#[C:17][C:18]2[CH:23]=[CH:22][C:21]([C:24]3([NH:28][C:29](=[O:35])[O:30][C:31]([CH3:34])([CH3:33])[CH3:32])[CH2:27][CH2:26][CH2:25]3)=[CH:20][CH:19]=2)[CH:15]=[CH:14][CH:13]=[CH:12][CH:11]=1.C([O-])(=O)C.[Na+], predict the reaction product.